This data is from Peptide-MHC class I binding affinity with 185,985 pairs from IEDB/IMGT. The task is: Regression. Given a peptide amino acid sequence and an MHC pseudo amino acid sequence, predict their binding affinity value. This is MHC class I binding data. (1) The peptide sequence is AVDPAKAYK. The MHC is HLA-B27:05 with pseudo-sequence HLA-B27:05. The binding affinity (normalized) is 0.0847. (2) The peptide sequence is WIKNLETYT. The MHC is HLA-A11:01 with pseudo-sequence HLA-A11:01. The binding affinity (normalized) is 0.